Dataset: Reaction yield outcomes from USPTO patents with 853,638 reactions. Task: Predict the reaction yield, written as a fraction of the theoretical maximum amount of product (1.0 means a 100% yield; for example, 0.34 means a 34% yield). (1) The reactants are [Cl:1][C:2]1[C:3]([F:31])=[C:4]([NH:8][CH:9]([C:11]2[CH:12]=[C:13]([C:28](O)=[O:29])[CH:14]=[C:15]3[C:20]=2[O:19][C:18]([N:21]2[CH2:26][CH2:25][O:24][CH2:23][CH2:22]2)=[CH:17][C:16]3=[O:27])[CH3:10])[CH:5]=[CH:6][CH:7]=1.CN1CCOCC1.[CH3:39][N:40]([CH3:44])[CH2:41][CH2:42][NH2:43]. The catalyst is CN1C(=O)CCC1. The product is [Cl:1][C:2]1[C:3]([F:31])=[C:4]([NH:8][CH:9]([C:11]2[CH:12]=[C:13]([C:28]([NH:43][CH2:42][CH2:41][N:40]([CH3:44])[CH3:39])=[O:29])[CH:14]=[C:15]3[C:20]=2[O:19][C:18]([N:21]2[CH2:26][CH2:25][O:24][CH2:23][CH2:22]2)=[CH:17][C:16]3=[O:27])[CH3:10])[CH:5]=[CH:6][CH:7]=1. The yield is 0.602. (2) The reactants are [Br:1][C:2]1[CH:7]=[C:6]([O:8][CH3:9])[CH:5]=[C:4]([N+:10]([O-])=O)[C:3]=1[OH:13]. The catalyst is CCOC(C)=O.[Ni]. The product is [NH2:10][C:4]1[CH:5]=[C:6]([O:8][CH3:9])[CH:7]=[C:2]([Br:1])[C:3]=1[OH:13]. The yield is 0.960.